From a dataset of Experimentally validated miRNA-target interactions with 360,000+ pairs, plus equal number of negative samples. Binary Classification. Given a miRNA mature sequence and a target amino acid sequence, predict their likelihood of interaction. (1) The miRNA is hsa-miR-135a-5p with sequence UAUGGCUUUUUAUUCCUAUGUGA. The protein sequence of the target gene is MSRSGTDPQQRQQASEADAAAATFRANDHQHIRYNPLQDEWVLVSAHRMKRPWQGQVEPQLLKTVPRHDPLNPLCPGAIRANGEVNPQYDSTFLFDNDFPALQPDAPSPGPSDHPLFQAKSARGVCKVMCFHPWSDVTLPLMSVPEIRAVVDAWASVTEELGAQYPWVQIFENKGAMMGCSNPHPHCQVWASSFLPDIAQREERSQQAYKSQHGEPLLMEYSRQELLRKERLVLTSEHWLVLVPFWATWPYQTLLLPRRHVRRLPELTPAERDDLASIMKKLLTKYDNLFETSFPYSMGW.... Result: 0 (no interaction). (2) The miRNA is hsa-miR-4644 with sequence UGGAGAGAGAAAAGAGACAGAAG. The protein sequence of the target gene is MAHRGPPSAPKRPGPTAPDRSFQALLPPCWPRSWPLLLLLLVLVAACGAMGRSPQPGRQGPGVQITRLLPAGRTESGDRKDPQARESEPSVPGLGPGSASGPSTDGAPAPGKGRRARAVPVAGAASASRAQVSLISTSFVLKGDATHNQAMVHWTGENSSVILILTKYYHADMGKVLESSLWRSSDFGTTYTKLTLQPGVTTVIDNFYICPANKRKIILVSSSLGDREQSLFLSTDEGATFQKYPVPFLVEMLLFHPKEEDKVLAYTKDSKLYVSSDLGKKWTLLQERVTKDHVFWAVSG.... Result: 0 (no interaction). (3) The miRNA is hsa-miR-4778-3p with sequence UCUUCUUCCUUUGCAGAGUUGA. The protein sequence of the target gene is MSRVPSPPPPAEMSSGPVAESWCYTQIKVVKFSYMWTINNFSFCREEMGEVIKSSTFSSGANDKLKWCLRVNPKGLDEESKDYLSLYLLLVSCPKSEVRAKFKFSILNAKGEETKAMESQRAYRFVQGKDWGFKKFIRRDFLLDEANGLLPDDKLTLFCEVSVVQDSVNISGQNTMNMVKVPECRLADELGGLWENSRFTDCCLCVAGQEFQAHKAILAARSPVFSAMFEHEMEESKKNRVEINDVEPEVFKEMMCFIYTGKAPNLDKMADDLLAAADKYALERLKVMCEDALCSNLSVE.... Result: 1 (interaction). (4) The miRNA is hsa-miR-548az-3p with sequence AAAAACUGCAAUCACUUUUGC. The protein sequence of the target gene is MSREMQDVDLAEVKPLVEKGETITGLLQEFDVQEQDIETLHGSVHVTLCGTPKGNRPVILTYHDIGMNHKTCYNPLFNYEDMQEITQHFAVCHVDAPGQQDGAASFPAGYMYPSMDQLAEMLPGVLQQFGLKSIIGMGTGAGAYILTRFALNNPEMVEGLVLINVNPCAEGWMDWAASKISGWTQALPDMVVSHLFGKEEMQSNVEVVHTYRQHIVNDMNPGNLHLFINAYNSRRDLEIERPMPGTHTVTLQCPALLVVGDSSPAVDAVVECNSKLDPTKTTLLKMADCGGLPQISQPAK.... Result: 1 (interaction).